Task: Predict which catalyst facilitates the given reaction.. Dataset: Catalyst prediction with 721,799 reactions and 888 catalyst types from USPTO Reactant: [CH3:1][C:2]1([CH3:16])[CH2:7][C:6](=O)[CH2:5][CH2:4][N:3]1[CH2:9][C:10]1[CH:15]=[CH:14][CH:13]=[CH:12][CH:11]=1.[CH2:17]([CH2:19][NH2:20])[OH:18].C(O)(=O)C.[B-](OC(C)=O)(OC(C)=O)OC(C)=O.[Na+].C(=O)([O-])[O-].[K+].[K+]. Product: [CH3:1][C:2]1([CH3:16])[CH2:7][CH:6]([NH:20][CH2:19][CH2:17][OH:18])[CH2:5][CH2:4][N:3]1[CH2:9][C:10]1[CH:15]=[CH:14][CH:13]=[CH:12][CH:11]=1. The catalyst class is: 125.